This data is from Catalyst prediction with 721,799 reactions and 888 catalyst types from USPTO. The task is: Predict which catalyst facilitates the given reaction. Reactant: Br[C:2]1[C:3]([O:17][CH3:18])=[C:4]([CH2:8][NH:9][C:10](=[O:16])[O:11][C:12]([CH3:15])([CH3:14])[CH3:13])[CH:5]=[CH:6][CH:7]=1.C1(P(C2CCCCC2)C2C=CC3C(=CC=CC=3)C=2C2C3C(=CC=CC=3)C=CC=2OC)CCCCC1.[O-]P([O-])([O-])=O.[K+].[K+].[K+].[CH3:62][C:63]([Si:66]([CH3:79])([CH3:78])[O:67][CH2:68][C:69]1[CH:70]=[C:71](B(O)O)[CH:72]=[CH:73][CH:74]=1)([CH3:65])[CH3:64]. Product: [CH3:65][C:63]([Si:66]([CH3:79])([CH3:78])[O:67][CH2:68][C:69]1[CH:70]=[C:71]([C:2]2[CH:7]=[CH:6][CH:5]=[C:4]([CH2:8][NH:9][C:10](=[O:16])[O:11][C:12]([CH3:15])([CH3:14])[CH3:13])[C:3]=2[O:17][CH3:18])[CH:72]=[CH:73][CH:74]=1)([CH3:62])[CH3:64]. The catalyst class is: 231.